From a dataset of Full USPTO retrosynthesis dataset with 1.9M reactions from patents (1976-2016). Predict the reactants needed to synthesize the given product. Given the product [C:21]([O:24][C@H:25]([CH3:31])[CH2:26][CH2:27][CH2:28][CH2:29][N:5]1[C:4](=[O:16])[C:3]([NH:17][CH3:18])=[C:2]([NH2:1])[N:7]([CH2:8][C:9]2[CH:14]=[CH:13][CH:12]=[CH:11][CH:10]=2)[C:6]1=[O:15])(=[O:23])[CH3:22], predict the reactants needed to synthesize it. The reactants are: [NH2:1][C:2]1[N:7]([CH2:8][C:9]2[CH:14]=[CH:13][CH:12]=[CH:11][CH:10]=2)[C:6](=[O:15])[NH:5][C:4](=[O:16])[C:3]=1[NH:17][CH3:18].[H-].[Na+].[C:21]([O:24][C@H:25]([CH3:31])[CH2:26][CH2:27][CH2:28][CH2:29]Cl)(=[O:23])[CH3:22].